Dataset: Forward reaction prediction with 1.9M reactions from USPTO patents (1976-2016). Task: Predict the product of the given reaction. (1) Given the reactants [F:1][C:2]1[C:7]([O:8][CH3:9])=[CH:6][CH:5]=[CH:4][C:3]=1[CH2:10][CH2:11][NH2:12].[C:13](OC(=O)C)(=O)[CH3:14], predict the reaction product. The product is: [F:1][C:2]1[C:7]([O:8][CH3:9])=[CH:6][CH:5]=[C:4]2[C:3]=1[CH2:10][CH2:11][NH:12][CH:13]2[CH3:14]. (2) Given the reactants [NH2:1][C@H:2]1[CH2:7][CH2:6][C@H:5]([CH2:8][NH:9][C:10]2[C:15]([N+:16]([O-:18])=[O:17])=[CH:14][N:13]=[C:12]([NH:19][CH2:20][C:21]3[CH:26]=[CH:25][CH:24]=[CH:23][C:22]=3[O:27][C:28]([F:31])([F:30])[F:29])[N:11]=2)[CH2:4][CH2:3]1.Br[CH2:33][CH2:34][CH2:35][CH2:36]Br.CCN(C(C)C)C(C)C, predict the reaction product. The product is: [N+:16]([C:15]1[C:10]([NH:9][CH2:8][C@H:5]2[CH2:4][CH2:3][C@H:2]([N:1]3[CH2:36][CH2:35][CH2:34][CH2:33]3)[CH2:7][CH2:6]2)=[N:11][C:12]([NH:19][CH2:20][C:21]2[CH:26]=[CH:25][CH:24]=[CH:23][C:22]=2[O:27][C:28]([F:30])([F:31])[F:29])=[N:13][CH:14]=1)([O-:18])=[O:17]. (3) Given the reactants C(OC(=O)[NH:7][C@H:8]1[CH2:13][CH2:12][CH2:11][C@@H:10]([C:14]#[N:15])[CH2:9]1)(C)(C)C.[F:17][C:18]([F:23])([F:22])[C:19]([OH:21])=[O:20], predict the reaction product. The product is: [F:17][C:18]([F:23])([F:22])[C:19]([OH:21])=[O:20].[NH2:7][C@@H:8]1[CH2:13][CH2:12][CH2:11][C@H:10]([C:14]#[N:15])[CH2:9]1. (4) Given the reactants [O:1]1C=CC=[C:2]1[C:6]1[N:10]([C:11]2[CH:16]=[CH:15][CH:14]=[CH:13][CH:12]=2)[N:9]=[C:8]([C:17]([F:20])([F:19])[F:18])[CH:7]=1.[O-:21][Mn](=O)(=O)=O.[K+].C(O)(C)C, predict the reaction product. The product is: [C:11]1([N:10]2[C:6]([C:2]([OH:1])=[O:21])=[CH:7][C:8]([C:17]([F:20])([F:19])[F:18])=[N:9]2)[CH:16]=[CH:15][CH:14]=[CH:13][CH:12]=1. (5) Given the reactants C([O:8][CH2:9][N:10]([CH2:39][CH2:40][O:41][CH3:42])[C:11](=[O:38])[CH2:12][N:13]1[CH2:19][C:18]2[CH:20]=[CH:21][CH:22]=[CH:23][C:17]=2[N:16]([C:24]([C:26]2[CH:27]=[N:28][C:29]([N:32]3[CH:36]=[CH:35][CH:34]=[N:33]3)=[CH:30][CH:31]=2)=[O:25])[CH2:15][C:14]1=[O:37])C1C=CC=CC=1.FC(F)(F)C(O)=O.O.[OH-].[Na+], predict the reaction product. The product is: [CH3:42][O:41][CH2:40][CH2:39][NH:10][C:11](=[O:38])[CH2:12][N:13]1[CH2:19][C:18]2[CH:20]=[CH:21][CH:22]=[CH:23][C:17]=2[N:16]([C:24]([C:26]2[CH:27]=[N:28][C:29]([N:32]3[CH:36]=[CH:35][CH:34]=[N:33]3)=[CH:30][CH:31]=2)=[O:25])[CH2:15][C:14]1=[O:37].[OH:8][CH2:9][N:10]([CH2:39][CH2:40][O:41][CH3:42])[C:11](=[O:38])[CH2:12][N:13]1[CH2:19][C:18]2[CH:20]=[CH:21][CH:22]=[CH:23][C:17]=2[N:16]([C:24]([C:26]2[CH:27]=[N:28][C:29]([N:32]3[CH:36]=[CH:35][CH:34]=[N:33]3)=[CH:30][CH:31]=2)=[O:25])[CH2:15][C:14]1=[O:37]. (6) Given the reactants C(OC(=O)[NH:7][C:8]1[C:13]([CH:14]=[O:15])=[CH:12][CH:11]=[C:10]([Cl:16])[N:9]=1)(C)(C)C.Cl.O1CCOCC1, predict the reaction product. The product is: [NH2:7][C:8]1[C:13]([CH:14]=[O:15])=[CH:12][CH:11]=[C:10]([Cl:16])[N:9]=1.